Dataset: Experimentally validated miRNA-target interactions with 360,000+ pairs, plus equal number of negative samples. Task: Binary Classification. Given a miRNA mature sequence and a target amino acid sequence, predict their likelihood of interaction. (1) The miRNA is hsa-miR-4438 with sequence CACAGGCUUAGAAAAGACAGU. The protein sequence of the target gene is MPVTHRKSDASDMNSDTSPSCRLRAFSRGGSLESRSSSSRSRSFTLDDESLKYLTHEEKDVLLFFEETIDSLDEDFEEPVLCDGGVCCLCSPSLEESTSSPSEPEDVIDLVQPAPGAGEAEGLPEGTQAAGPAPAGKEHRKQDAETPPPPDPPAPETLLAPPPLPSTPDPPRRELRAPSPPVEHPRLLRSVPTPLVMAQKISERMAGNEALSPTSPFREGRPGEWRTPAARGPRSGDPGPGPSHPAQPKAPRFPSNIIVTNGAAREPRRTLSRAAVSVQERRAQVLATIHGHAGAFPAAG.... Result: 1 (interaction). (2) The miRNA is mmu-miR-505-3p with sequence CGUCAACACUUGCUGGUUUUCU. The protein sequence of the target gene is MSFPKAPLKRFNDPSGCAPSPGAYDVKTSEATKGPVSFQKSQRFKNQRESQQNLNIDKDTTLLASAKKAKKSVSKKDSQKNDKDVKRLEKEIRALLQERGTQDKRIQDMESELEKTEAKLNAAVREKTSLSASNASLEKRLTELTRANELLKAKFSEDGHQKNMRALSLELMKLRNKRETKMRSMMVKQEGMELKLQATQKDLTESKGKIVQLEGKLVSIEKEKIDEKCETEKLLEYIQEISCASDQVEKCKVDIAQLEEDLKEKDREILSLKQSLEENITFSKQIEDLTVKCQLLETER.... Result: 0 (no interaction). (3) The miRNA is hsa-miR-6070 with sequence CCGGUUCCAGUCCCUGGAG. The protein sequence of the target gene is MMGPEDAGACSGRNAELLPVPGPMGQDGKTVPATSGFSGGAVAAEPPEEAGEEEAPPPRQLLQRYLAAAAGPLKPGLGGAEAEEAAAAAVPAARGSGMTNGDSGFLLRQDRRGPEEARRRRTCGRPCLLEPADEGVDGAGGLDDWAAPLEDPLRSCCLAAGDTDDPDPAAATPAGRAVESAEPSLGLPDARFGSRNTFEVSRRQSAGDLLPSAGPSAPLPAAEQGPGGTTARARRSGGFADFFARNLFPKRTKELKSVVHSAPGWKLFGKVPPRENLQKTSKIIQQEYEARTGRTCKAAP.... Result: 0 (no interaction). (4) The miRNA is hsa-miR-3145-3p with sequence AGAUAUUUUGAGUGUUUGGAAUUG. The protein sequence of the target gene is MDDKASVGKISVSSDSVSTLNSEDFVLVSRQGDETPSTNNGSDDEKTGLKIVGNGSEQQLQKELADVLMDPPMDDQPGEKELVKRSQLDGEGDGPLSNQLSASSTINPVPLVGLQKPEMSLPVKPGQGDSEASSPFTPVADEDSVVFSKLTYLGCASVNAPRSEVEALRMMSILRSQCQISLDVTLSVPNVSEGIVRLLDPQTNTEIANYPIYKILFCVRGHDGTPESDCFAFTESHYNAELFRIHVFRCEIQEAVSRILYSFATAFRRSAKQTPLSATAAPQTPDSDIFTFSVSLEIKE.... Result: 1 (interaction). (5) The protein sequence of the target gene is MVGGGGKRRPGGEGPQCEKTTDVKKSKFCEADVSSDLRKEVENHYKLSLPEDFYHFWKFCEELDPEKPSDSLSASLGLQLVGPYDILAGKHKTKKKSTGLNFNLHWRFYYDPPEFQTIIIGDNKTQYHMGYFRDSPDEFPVYVGINEAKKNCIIVPNGDNVFAAVKLFLTKKLREITDKKKINLLKNIDEKLTEAARELGYSLEQRTVKMKQRDKKVVTKTFHGAGLVVPVDKNDVGYRELPETDADLKRICKTIVEAASDEERLKAFAPIQEMMTFVQFANDECDYGMGLELGMDLFCY.... The miRNA is hsa-miR-670-5p with sequence GUCCCUGAGUGUAUGUGGUG. Result: 0 (no interaction). (6) The miRNA is hsa-miR-6831-3p with sequence UGACUAACUCCCACUCUACAG. The protein sequence of the target gene is MAEQWELDEEGIRRLGALTLEQPELVESLSLQGSYAGKIHSIGDAFRNFKNLRSLDLSRNLITSLKGIQYLCSLQDLNLYYNNIPSLVEVSRLQPLPFLKELDLRLNPVVRKDTDYRLFAVYTLQTLEKLDDRTVREGERKAAKLHFSQLGNSENFLLEVEKSSREKTMKNCVTGESSASKVSANVDSRIEMDSNKGLFIPFPNREIKDSLSTSATQGNGTRDQKLDTFPLGTQTQEVARREMPSDNHQEDEFRHYSPRQSTVRSPEKMTREGYQVSFLDNKSSGSSPEKELIPKPDTFH.... Result: 0 (no interaction). (7) The miRNA is mmu-miR-3085-5p with sequence AGGUGCCAUUCCGAGGGCCAAGAGU. The protein sequence of the target gene is MSGGSQVHIFWGAPIAPLKITVSEDTASLMSVADPWKKIQLLYSQHSLYLKDEKQHKNLENYKVPESIGSPDLSGHFLANCMNRHVHVKDDFVRSVSETQNIESQKIHSSRLSDITSSNMQICGFKSTVPHFTEEEKYQKLLSENKIRDEQPKHQPDICGKNFNTNLFQLGHKCAAVLDLVCSTEKINIGPEVVQRECVPTEYHEIQNQCLGLFSSNAVDKSRSEAAVRKVSDLKISTDTEFLSIITSSQVAFLAQKKDKRRSPVNKGNVNMETEPKASYGEIRIPEENSIQLDGFTEAY.... Result: 0 (no interaction). (8) The miRNA is mmu-miR-466h-5p with sequence UGUGUGCAUGUGCUUGUGUGUA. The protein sequence of the target gene is MSTASAASSSSSSSASEMIEAPSQVLNFEEIDYKEIEVEEVVGRGAFGVVCKAKWRAKDVAIKQIESESERKAFIVELRQLSRVNHPNIVKLYGACLNPVCLVMEYAEGGSLYNVLHGAEPLPYYTAAHAMSWCLQCSQGVAYLHSMQPKALIHRDLKPPNLLLVAGGTVLKICDFGTACDIQTHMTNNKGSAAWMAPEVFEGSNYSEKCDVFSWGIILWEVITRRKPFDEIGGPAFRIMWAVHNGTRPPLIKNLPKPIESLMTRCWSKDPSQRPSMEEIVKIMTHLMRYFPGADEPLQY.... Result: 1 (interaction).